Dataset: Peptide-MHC class I binding affinity with 185,985 pairs from IEDB/IMGT. Task: Regression. Given a peptide amino acid sequence and an MHC pseudo amino acid sequence, predict their binding affinity value. This is MHC class I binding data. (1) The peptide sequence is KLIDIALSK. The MHC is HLA-A11:01 with pseudo-sequence HLA-A11:01. The binding affinity (normalized) is 0.952. (2) The peptide sequence is ETPGIRYQY. The MHC is HLA-A01:01 with pseudo-sequence HLA-A01:01. The binding affinity (normalized) is 0.291. (3) The peptide sequence is GLAEKPNDY. The MHC is HLA-A26:03 with pseudo-sequence HLA-A26:03. The binding affinity (normalized) is 0.0847. (4) The peptide sequence is SPGDNSAKF. The MHC is HLA-A02:19 with pseudo-sequence HLA-A02:19. The binding affinity (normalized) is 0.0847. (5) The binding affinity (normalized) is 0.0847. The peptide sequence is QTSTLYDFY. The MHC is HLA-A24:03 with pseudo-sequence HLA-A24:03.